Dataset: Catalyst prediction with 721,799 reactions and 888 catalyst types from USPTO. Task: Predict which catalyst facilitates the given reaction. Reactant: C(OC([N:11]1[CH2:16][CH2:15][CH2:14][CH:13]([C:17](O)=O)[CH2:12]1)=O)C1C=CC=CC=1.Cl[C:21]1[N:22]=[N:23][C:24]([NH:27][NH2:28])=[CH:25][CH:26]=1.Cl. Product: [N:11]1([C:21]2[CH:26]=[CH:25][C:24]3[N:23]([C:17]([CH:13]4[CH2:14][CH2:15][CH2:16][NH:11][CH2:12]4)=[N:28][N:27]=3)[N:22]=2)[CH2:16][CH2:15][CH2:14][CH2:13][CH2:12]1. The catalyst class is: 2.